Dataset: Forward reaction prediction with 1.9M reactions from USPTO patents (1976-2016). Task: Predict the product of the given reaction. (1) Given the reactants Br[CH2:2][CH:3]1[CH2:5][O:4]1.C([O-])([O-])=O.[K+].[K+].[CH2:12]([N:19]1[CH2:24][CH2:23][NH:22][CH2:21][CH2:20]1)[C:13]1[CH:18]=[CH:17][CH:16]=[CH:15][CH:14]=1.C(Cl)Cl.CO, predict the reaction product. The product is: [CH2:12]([N:19]1[CH2:24][CH2:23][N:22]([CH2:2][CH:3]2[CH2:5][O:4]2)[CH2:21][CH2:20]1)[C:13]1[CH:14]=[CH:15][CH:16]=[CH:17][CH:18]=1. (2) Given the reactants [C:1]([O:5][C:6]([NH:8][CH2:9][C:10]1[N:11]([CH2:29][CH:30]([CH3:32])[CH3:31])[C:12](=[O:28])[C:13]2[C:18]([C:19]=1[O:20][CH2:21][CH2:22][CH2:23][CH3:24])=[CH:17][C:16]([C:25]([NH2:27])=O)=[CH:15][CH:14]=2)=[O:7])([CH3:4])([CH3:3])[CH3:2].COC1C=CC(P2(SP(C3C=CC(OC)=CC=3)(=S)S2)=[S:42])=CC=1, predict the reaction product. The product is: [NH2:27][C:25]([C:16]1[CH:17]=[C:18]2[C:13](=[CH:14][CH:15]=1)[C:12](=[O:28])[N:11]([CH2:29][CH:30]([CH3:32])[CH3:31])[C:10]([CH2:9][NH:8][C:6](=[O:7])[O:5][C:1]([CH3:4])([CH3:3])[CH3:2])=[C:19]2[O:20][CH2:21][CH2:22][CH2:23][CH3:24])=[S:42]. (3) Given the reactants [Br:1][C:2]1[CH:3]=[CH:4][C:5]([F:10])=[C:6]([CH:9]=1)[CH:7]=[O:8].[CH2:11](O)[CH2:12][OH:13].C1(C)C=CC(S(O)(=O)=O)=CC=1, predict the reaction product. The product is: [Br:1][C:2]1[CH:3]=[CH:4][C:5]([F:10])=[C:6]([CH:7]2[O:13][CH2:12][CH2:11][O:8]2)[CH:9]=1. (4) The product is: [CH3:31][S:32]([NH:1][C@@H:2]([CH2:18][CH2:19][CH2:20][CH3:21])[C:3]([N:5]([CH2:6][C:7]1[S:8][CH:9]=[CH:10][CH:11]=1)[CH2:12][C:13]1[S:14][CH:15]=[CH:16][CH:17]=1)=[O:4])(=[O:34])=[O:33]. Given the reactants [NH2:1][C@@H:2]([CH2:18][CH2:19][CH2:20][CH3:21])[C:3]([N:5]([CH2:12][C:13]1[S:14][CH:15]=[CH:16][CH:17]=1)[CH2:6][C:7]1[S:8][CH:9]=[CH:10][CH:11]=1)=[O:4].C(N(CC)C(C)C)(C)C.[CH3:31][S:32](Cl)(=[O:34])=[O:33], predict the reaction product. (5) Given the reactants [CH3:1][O:2][C:3](=[O:17])[C:4]1[CH:9]=[CH:8][C:7]([N+:10]([O-])=O)=[C:6]([C:13]([F:16])([F:15])[F:14])[CH:5]=1.C(OCC)(=O)C, predict the reaction product. The product is: [CH3:1][O:2][C:3](=[O:17])[C:4]1[CH:9]=[CH:8][C:7]([NH2:10])=[C:6]([C:13]([F:14])([F:16])[F:15])[CH:5]=1. (6) Given the reactants [C:1]([C:13]1[CH:20]=[CH:19][C:16]([CH:17]=O)=[CH:15][CH:14]=1)#[C:2][CH2:3][CH2:4][CH2:5][CH2:6][CH2:7][CH2:8][CH2:9][CH2:10][CH2:11][CH3:12].[F:21][C:22]1[CH:27]=[CH:26][CH:25]=[CH:24][C:23]=1[CH2:28][CH2:29][NH2:30], predict the reaction product. The product is: [C:1]([C:13]1[CH:20]=[CH:19][C:16]([CH2:17][NH:30][CH2:29][CH2:28][C:23]2[CH:24]=[CH:25][CH:26]=[CH:27][C:22]=2[F:21])=[CH:15][CH:14]=1)#[C:2][CH2:3][CH2:4][CH2:5][CH2:6][CH2:7][CH2:8][CH2:9][CH2:10][CH2:11][CH3:12].